From a dataset of hERG Central: cardiac toxicity at 1µM, 10µM, and general inhibition. Predict hERG channel inhibition at various concentrations. (1) The compound is COc1ccc(CN(C)CC2CCCN(CCc3ccc(F)cc3)C2)c(OC)c1OC. Results: hERG_inhib (hERG inhibition (general)): blocker. (2) The compound is COc1ccc(CC2(CO)CCN(Cc3ccc(OC(F)(F)F)cc3)CC2)cc1. Results: hERG_inhib (hERG inhibition (general)): blocker. (3) The compound is CC(C)Cc1ccc(C(=O)Nc2ccc(Cc3ccncc3)cc2)o1. Results: hERG_inhib (hERG inhibition (general)): blocker. (4) The compound is COc1ccc(CN2CCN(Cc3nc4ccccc4s3)CC2CCO)c(C)c1C. Results: hERG_inhib (hERG inhibition (general)): blocker. (5) The compound is O=C(C1CCN(CCCc2ccccc2)CC1)N(CCc1ccccc1)Cc1ccccc1.O=C(O)C(=O)O. Results: hERG_inhib (hERG inhibition (general)): blocker. (6) The compound is CCOC(=O)N1CCN(Cc2nc(N)nc(Nc3ccc(C)cc3)n2)CC1. Results: hERG_inhib (hERG inhibition (general)): blocker.